This data is from Forward reaction prediction with 1.9M reactions from USPTO patents (1976-2016). The task is: Predict the product of the given reaction. (1) Given the reactants O[Li].O.[C:4]1([C:22]2[CH:27]=[CH:26][CH:25]=[CH:24][CH:23]=2)[CH:9]=[CH:8][C:7]([C:10]([NH:12][C:13]2[CH:17]=[CH:16][S:15][C:14]=2[C:18]([O:20]C)=[O:19])=[O:11])=[CH:6][CH:5]=1, predict the reaction product. The product is: [C:4]1([C:22]2[CH:27]=[CH:26][CH:25]=[CH:24][CH:23]=2)[CH:5]=[CH:6][C:7]([C:10]([NH:12][C:13]2[CH:17]=[CH:16][S:15][C:14]=2[C:18]([OH:20])=[O:19])=[O:11])=[CH:8][CH:9]=1. (2) Given the reactants [C:1]([O:5][C:6](=[O:36])[N:7]([C:15]1[C:16]([CH3:35])([CH3:34])[S:17](=[O:33])(=[O:32])[CH2:18][C@:19]([C:22]2[CH:27]=[C:26]([N+:28]([O-:30])=[O:29])[CH:25]=[CH:24][C:23]=2F)([CH3:21])[N:20]=1)[C:8]([O:10][C:11]([CH3:14])([CH3:13])[CH3:12])=[O:9])([CH3:4])([CH3:3])[CH3:2].CN(C=[O:41])C.C(=O)([O-])[O-].[Cs+].[Cs+].CS(CCO)(=O)=O, predict the reaction product. The product is: [C:1]([O:5][C:6](=[O:36])[N:7]([C:15]1[C:16]([CH3:35])([CH3:34])[S:17](=[O:33])(=[O:32])[CH2:18][C@:19]([C:22]2[CH:27]=[C:26]([N+:28]([O-:30])=[O:29])[CH:25]=[CH:24][C:23]=2[OH:41])([CH3:21])[N:20]=1)[C:8]([O:10][C:11]([CH3:14])([CH3:13])[CH3:12])=[O:9])([CH3:4])([CH3:3])[CH3:2]. (3) Given the reactants [O:1]=[C:2]1[N:6]([CH:7]2[CH2:12][CH2:11][N:10]([C@H:13]3[CH2:17][CH2:16][N:15]([C:18]([O:20][C:21](C)(C)[CH3:22])=[O:19])[CH2:14]3)[CH2:9][CH2:8]2)[C:5]2[CH:25]=[CH:26][CH:27]=[CH:28][C:4]=2[NH:3]1.FC(F)(F)C(O)=O.C(OC(Cl)=O)C.O, predict the reaction product. The product is: [O:1]=[C:2]1[N:6]([CH:7]2[CH2:12][CH2:11][N:10]([C@H:13]3[CH2:17][CH2:16][N:15]([C:18]([O:20][CH2:21][CH3:22])=[O:19])[CH2:14]3)[CH2:9][CH2:8]2)[C:5]2[CH:25]=[CH:26][CH:27]=[CH:28][C:4]=2[NH:3]1. (4) Given the reactants [F:1][C:2]([F:14])([F:13])[C:3]1([C:10]([O-:12])=[O:11])[CH2:8][CH:7]2[CH2:9][CH:4]1[CH:5]=[CH:6]2.[Na+].[Cl-].[C:17]1([S+:23]([C:30]2[CH:35]=[CH:34][CH:33]=[CH:32][CH:31]=2)[C:24]2[CH:29]=[CH:28][CH:27]=[CH:26][CH:25]=2)[CH:22]=[CH:21][CH:20]=[CH:19][CH:18]=1, predict the reaction product. The product is: [F:1][C:2]([F:13])([F:14])[C:3]1([C:10]([O-:12])=[O:11])[CH2:8][CH:7]2[CH2:9][CH:4]1[CH:5]=[CH:6]2.[C:30]1([S+:23]([C:17]2[CH:18]=[CH:19][CH:20]=[CH:21][CH:22]=2)[C:24]2[CH:29]=[CH:28][CH:27]=[CH:26][CH:25]=2)[CH:31]=[CH:32][CH:33]=[CH:34][CH:35]=1. (5) Given the reactants [CH3:1][C@H:2]1[CH2:7][C@@H:6]([CH3:8])[CH2:5][N:4]([C:9]([CH:11]2[CH2:19][C:18]3[C:13](=[CH:14][CH:15]=[CH:16][CH:17]=3)[NH:12]2)=[O:10])[CH2:3]1.Cl[C:21]1[N:26]=[CH:25][CH:24]=[CH:23][N:22]=1.CC(C)([O-])C.[Na+].C(P(C(C)(C)C)C(C)(C)C)(C)(C)C, predict the reaction product. The product is: [CH3:1][C@H:2]1[CH2:7][C@@H:6]([CH3:8])[CH2:5][N:4]([C:9]([CH:11]2[CH2:19][C:18]3[C:13](=[CH:14][CH:15]=[CH:16][CH:17]=3)[N:12]2[C:21]2[N:26]=[CH:25][CH:24]=[CH:23][N:22]=2)=[O:10])[CH2:3]1. (6) Given the reactants [OH:1][CH2:2][CH2:3][O:4][CH2:5][CH2:6][NH:7][C:8](=[O:14])[O:9][C:10]([CH3:13])([CH3:12])[CH3:11].N1C=CC=CC=1.[C:21](Cl)(=[O:25])[O:22][CH2:23][CH3:24], predict the reaction product. The product is: [C:21](=[O:25])([O:22][CH2:23][CH3:24])[O:1][CH2:2][CH2:3][O:4][CH2:5][CH2:6][NH:7][C:8]([O:9][C:10]([CH3:11])([CH3:13])[CH3:12])=[O:14]. (7) Given the reactants [O:1]=[C:2]1[NH:6][C@@H:5]([C:7]([O:9][CH2:10][CH3:11])=[O:8])[CH2:4][CH2:3]1.Br[C:13]1[CH:18]=[CH:17][CH:16]=[CH:15][CH:14]=1.C([O-])([O-])=O.[Cs+].[Cs+].C1(P(C2C=CC=CC=2)C2C3OC4C(=CC=CC=4P(C4C=CC=CC=4)C4C=CC=CC=4)C(C)(C)C=3C=CC=2)C=CC=CC=1, predict the reaction product. The product is: [O:1]=[C:2]1[N:6]([C:13]2[CH:18]=[CH:17][CH:16]=[CH:15][CH:14]=2)[C@@H:5]([C:7]([O:9][CH2:10][CH3:11])=[O:8])[CH2:4][CH2:3]1. (8) Given the reactants [CH2:1]([O:3][C:4]1[C:12]([F:13])=[CH:11][CH:10]=[C:9]2[C:5]=1[C:6]([CH2:15][C:16]([O:18]C)=[O:17])=[CH:7][N:8]2[CH3:14])[CH3:2].[OH-].[Na+].Cl, predict the reaction product. The product is: [CH2:1]([O:3][C:4]1[C:12]([F:13])=[CH:11][CH:10]=[C:9]2[C:5]=1[C:6]([CH2:15][C:16]([OH:18])=[O:17])=[CH:7][N:8]2[CH3:14])[CH3:2]. (9) Given the reactants [Cl:1][C:2]1[C:3]([O:16][CH3:17])=[CH:4][C:5]2[O:10][CH:9]([C:11]([OH:13])=O)[C:8](=[O:14])[NH:7][C:6]=2[CH:15]=1.[F:18][C:19]1[CH:33]=[CH:32][C:22]([CH2:23][C:24]2([C:30]#[N:31])[CH2:29][CH2:28][NH:27][CH2:26][CH2:25]2)=[CH:21][CH:20]=1.CCN=C=NCCCN(C)C.C1C=CC2N(O)N=NC=2C=1.CCN(C(C)C)C(C)C, predict the reaction product. The product is: [Cl:1][C:2]1[C:3]([O:16][CH3:17])=[CH:4][C:5]2[O:10][CH:9]([C:11]([N:27]3[CH2:28][CH2:29][C:24]([CH2:23][C:22]4[CH:21]=[CH:20][C:19]([F:18])=[CH:33][CH:32]=4)([C:30]#[N:31])[CH2:25][CH2:26]3)=[O:13])[C:8](=[O:14])[NH:7][C:6]=2[CH:15]=1.